Predict the reaction yield, written as a fraction of the theoretical maximum amount of product (1.0 means a 100% yield; for example, 0.34 means a 34% yield). From a dataset of Reaction yield outcomes from USPTO patents with 853,638 reactions. (1) The product is [CH3:19][C:18]1([CH3:20])[O:17][C:16](=[O:21])[NH:15][C:14]2[CH:22]=[CH:23][C:11]([C:7]3[CH:6]=[C:5]([C:3]#[C:4][C:30]#[N:32])[CH:10]=[CH:9][CH:8]=3)=[CH:12][C:13]1=2. The yield is 0.0460. The reactants are [I-].[Na+].[C:3]([C:5]1[CH:6]=[C:7]([C:11]2[CH:23]=[CH:22][C:14]3[NH:15][C:16](=[O:21])[O:17][C:18]([CH3:20])([CH3:19])[C:13]=3[CH:12]=2)[CH:8]=[CH:9][CH:10]=1)#[CH:4].Cl[Si](C)(C)C.Cl.[C:30](#[N:32])C. The catalyst is O.CS(C)=O. (2) The reactants are [O:1]1[C:5]2([CH2:10][CH2:9][CH:8]([OH:11])[CH2:7][CH2:6]2)[O:4][CH2:3][CH2:2]1.[C:12]1(O)[CH:17]=[CH:16][CH:15]=[CH:14][CH:13]=1.C1C=CC(P(C2C=CC=CC=2)C2C=CC=CC=2)=CC=1.N(C(OC(C)C)=O)=NC(OC(C)C)=O. The catalyst is C1COCC1. The product is [O:11]([CH:8]1[CH2:9][CH2:10][C:5]2([O:4][CH2:3][CH2:2][O:1]2)[CH2:6][CH2:7]1)[C:12]1[CH:17]=[CH:16][CH:15]=[CH:14][CH:13]=1. The yield is 0.520. (3) The reactants are Cl.[NH2:2][C@@H:3]([C:5]1[CH:13]=[CH:12][C:8]([C:9]([OH:11])=O)=[CH:7][CH:6]=1)[CH3:4].[C:14]([N:18]=[C:19]=[O:20])([CH3:17])([CH3:16])[CH3:15].C(N(CC)CC)C.CN(C([O:35][N:36]1N=NC2C=CC=NC1=2)=[N+](C)C)C.F[P-](F)(F)(F)(F)F.[Si](ON)(C(C)(C)C)(C)C. The catalyst is CN(C)C=O.C(Cl)Cl.CS(C)=O. The product is [C:14]([NH:18][C:19]([NH:2][C@@H:3]([C:5]1[CH:6]=[CH:7][C:8]([C:9]([NH:36][OH:35])=[O:11])=[CH:12][CH:13]=1)[CH3:4])=[O:20])([CH3:17])([CH3:16])[CH3:15]. The yield is 0.470. (4) The reactants are CC1(C)COB([C:8]2[CH:9]=[C:10]([C@@H:14]([NH:18][C:19](=[O:25])[O:20][C:21]([CH3:24])([CH3:23])[CH3:22])[CH2:15][CH:16]=[CH2:17])[CH:11]=[CH:12][CH:13]=2)OC1.Br[C:28]1[C:33]([NH2:34])=[CH:32][C:31]([O:35][CH3:36])=[CH:30][N:29]=1.C([O-])([O-])=O.[Na+].[Na+]. The catalyst is C1C=CC([P]([Pd]([P](C2C=CC=CC=2)(C2C=CC=CC=2)C2C=CC=CC=2)([P](C2C=CC=CC=2)(C2C=CC=CC=2)C2C=CC=CC=2)[P](C2C=CC=CC=2)(C2C=CC=CC=2)C2C=CC=CC=2)(C2C=CC=CC=2)C2C=CC=CC=2)=CC=1.O1CCOCC1. The product is [NH2:34][C:33]1[C:28]([C:8]2[CH:9]=[C:10]([C@@H:14]([NH:18][C:19](=[O:25])[O:20][C:21]([CH3:22])([CH3:23])[CH3:24])[CH2:15][CH:16]=[CH2:17])[CH:11]=[CH:12][CH:13]=2)=[N:29][CH:30]=[C:31]([O:35][CH3:36])[CH:32]=1. The yield is 1.00.